Dataset: Forward reaction prediction with 1.9M reactions from USPTO patents (1976-2016). Task: Predict the product of the given reaction. (1) Given the reactants [CH:1]1([CH2:4][O:5][C:6]2[N:11]=[C:10]([C:12]([OH:14])=O)[CH:9]=[CH:8][C:7]=2[N:15]2[CH2:18][C:17]([F:20])([F:19])[CH2:16]2)[CH2:3][CH2:2]1.Cl.[CH:22]1([CH2:25][NH:26][CH3:27])[CH2:24][CH2:23]1.CN(C(ON1N=NC2C=CC=CC1=2)=[N+](C)C)C.[B-](F)(F)(F)F.CCN(C(C)C)C(C)C, predict the reaction product. The product is: [CH:22]1([CH2:25][N:26]([CH3:27])[C:12]([C:10]2[CH:9]=[CH:8][C:7]([N:15]3[CH2:18][C:17]([F:20])([F:19])[CH2:16]3)=[C:6]([O:5][CH2:4][CH:1]3[CH2:2][CH2:3]3)[N:11]=2)=[O:14])[CH2:24][CH2:23]1. (2) Given the reactants [Cl:1][C:2]1[CH:3]=[C:4]([CH:8]([CH3:11])[CH2:9][OH:10])[CH:5]=[CH:6][CH:7]=1.CC(OI1(OC(C)=O)(OC(C)=O)OC(=O)C2C1=CC=CC=2)=O, predict the reaction product. The product is: [Cl:1][C:2]1[CH:3]=[C:4]([CH:8]([CH3:11])[CH:9]=[O:10])[CH:5]=[CH:6][CH:7]=1. (3) Given the reactants C([O:3][C:4](=[O:20])[C:5]1[CH:10]=[C:9]([Cl:11])[CH:8]=[C:7]([F:12])[C:6]=1[N:13](C(=O)C)[C:14](=[O:16])[CH3:15])C.[OH-].[Na+], predict the reaction product. The product is: [C:14]([NH:13][C:6]1[C:7]([F:12])=[CH:8][C:9]([Cl:11])=[CH:10][C:5]=1[C:4]([OH:20])=[O:3])(=[O:16])[CH3:15].